This data is from NCI-60 drug combinations with 297,098 pairs across 59 cell lines. The task is: Regression. Given two drug SMILES strings and cell line genomic features, predict the synergy score measuring deviation from expected non-interaction effect. (1) Drug 1: CN(C)N=NC1=C(NC=N1)C(=O)N. Drug 2: C1=C(C(=O)NC(=O)N1)N(CCCl)CCCl. Cell line: NCI/ADR-RES. Synergy scores: CSS=18.3, Synergy_ZIP=-6.80, Synergy_Bliss=6.48, Synergy_Loewe=-6.34, Synergy_HSA=5.88. (2) Drug 1: C1=NNC2=C1C(=O)NC=N2. Drug 2: C1C(C(OC1N2C=NC(=NC2=O)N)CO)O. Cell line: A549. Synergy scores: CSS=0.576, Synergy_ZIP=1.46, Synergy_Bliss=5.41, Synergy_Loewe=-1.66, Synergy_HSA=0.928. (3) Drug 1: CC=C1C(=O)NC(C(=O)OC2CC(=O)NC(C(=O)NC(CSSCCC=C2)C(=O)N1)C(C)C)C(C)C. Drug 2: CCC1(C2=C(COC1=O)C(=O)N3CC4=CC5=C(C=CC(=C5CN(C)C)O)N=C4C3=C2)O.Cl. Cell line: A498. Synergy scores: CSS=25.4, Synergy_ZIP=-7.11, Synergy_Bliss=0.363, Synergy_Loewe=-6.54, Synergy_HSA=2.17. (4) Drug 1: C1CCN(CC1)CCOC2=CC=C(C=C2)C(=O)C3=C(SC4=C3C=CC(=C4)O)C5=CC=C(C=C5)O. Drug 2: C1=CC(=CC=C1C#N)C(C2=CC=C(C=C2)C#N)N3C=NC=N3. Cell line: HL-60(TB). Synergy scores: CSS=0.461, Synergy_ZIP=6.64, Synergy_Bliss=4.85, Synergy_Loewe=1.44, Synergy_HSA=-1.70. (5) Drug 1: COC1=CC(=CC(=C1O)OC)C2C3C(COC3=O)C(C4=CC5=C(C=C24)OCO5)OC6C(C(C7C(O6)COC(O7)C8=CC=CS8)O)O. Drug 2: CC1=C(C=C(C=C1)NC(=O)C2=CC=C(C=C2)CN3CCN(CC3)C)NC4=NC=CC(=N4)C5=CN=CC=C5. Cell line: HL-60(TB). Synergy scores: CSS=57.8, Synergy_ZIP=4.40, Synergy_Bliss=4.97, Synergy_Loewe=-30.1, Synergy_HSA=1.89. (6) Drug 1: CC1=C(C(CCC1)(C)C)C=CC(=CC=CC(=CC(=O)O)C)C. Drug 2: C#CCC(CC1=CN=C2C(=N1)C(=NC(=N2)N)N)C3=CC=C(C=C3)C(=O)NC(CCC(=O)O)C(=O)O. Cell line: SK-OV-3. Synergy scores: CSS=29.5, Synergy_ZIP=-2.23, Synergy_Bliss=-5.74, Synergy_Loewe=-17.8, Synergy_HSA=-5.01. (7) Drug 1: CCC1=CC2CC(C3=C(CN(C2)C1)C4=CC=CC=C4N3)(C5=C(C=C6C(=C5)C78CCN9C7C(C=CC9)(C(C(C8N6C)(C(=O)OC)O)OC(=O)C)CC)OC)C(=O)OC. Drug 2: CS(=O)(=O)CCNCC1=CC=C(O1)C2=CC3=C(C=C2)N=CN=C3NC4=CC(=C(C=C4)OCC5=CC(=CC=C5)F)Cl. Cell line: T-47D. Synergy scores: CSS=31.6, Synergy_ZIP=-2.81, Synergy_Bliss=-4.62, Synergy_Loewe=3.32, Synergy_HSA=4.03.